This data is from Catalyst prediction with 721,799 reactions and 888 catalyst types from USPTO. The task is: Predict which catalyst facilitates the given reaction. (1) Reactant: [C:1]([O:9][CH2:10][C@@H:11]1[C:15]([O:17][C:18](=[O:20])[CH3:19])([CH3:16])[C@:14]([F:22])([CH3:21])[CH:13]([N:23]2[CH:31]=[N:30][C:29]3[C:24]2=[N:25][CH:26]=[N:27][C:28]=3Cl)[O:12]1)(=[O:8])[C:2]1[CH:7]=[CH:6][CH:5]=[CH:4][CH:3]=1.[CH:33]1([NH2:40])[CH2:39][CH2:38][CH2:37][CH2:36][CH2:35][CH2:34]1.O. Product: [C:1]([O:9][CH2:10][C@@H:11]1[C:15]([O:17][C:18](=[O:20])[CH3:19])([CH3:16])[C@:14]([F:22])([CH3:21])[CH:13]([N:23]2[CH:31]=[N:30][C:29]3[C:24]2=[N:25][CH:26]=[N:27][C:28]=3[NH:40][CH:33]2[CH2:39][CH2:38][CH2:37][CH2:36][CH2:35][CH2:34]2)[O:12]1)(=[O:8])[C:2]1[CH:7]=[CH:6][CH:5]=[CH:4][CH:3]=1. The catalyst class is: 8. (2) Product: [CH2:34]([N:31]1[CH2:30][CH2:29][N:28]([C:20]2[C:21]3[C:26](=[CH:25][CH:24]=[CH:23][CH:22]=3)[CH:27]=[C:18]([C:10]3[CH:11]=[CH:12][C:7]([C:2]4([CH3:1])[O:6][CH2:5][CH2:4][O:3]4)=[CH:8][CH:9]=3)[N:19]=2)[CH2:33][CH2:32]1)[CH3:35]. Reactant: [CH3:1][C:2]1([C:7]2[CH:12]=[CH:11][C:10](OB(O)O)=[CH:9][CH:8]=2)[O:6][CH2:5][CH2:4][O:3]1.Br[C:18]1[N:19]=[C:20]([N:28]2[CH2:33][CH2:32][N:31]([CH2:34][CH3:35])[CH2:30][CH2:29]2)[C:21]2[C:26]([CH:27]=1)=[CH:25][CH:24]=[CH:23][CH:22]=2.C(=O)([O-])[O-].[Na+].[Na+]. The catalyst class is: 109.